This data is from Peptide-MHC class II binding affinity with 134,281 pairs from IEDB. The task is: Regression. Given a peptide amino acid sequence and an MHC pseudo amino acid sequence, predict their binding affinity value. This is MHC class II binding data. (1) The peptide sequence is AAGDGNIVAVDIKPK. The MHC is DRB1_0401 with pseudo-sequence DRB1_0401. The binding affinity (normalized) is 0.0310. (2) The MHC is DRB1_1001 with pseudo-sequence DRB1_1001. The binding affinity (normalized) is 0.446. The peptide sequence is ERFAVNPGLLETSEGCR. (3) The peptide sequence is ALQSHDDVALVSVMW. The MHC is HLA-DPA10301-DPB10402 with pseudo-sequence HLA-DPA10301-DPB10402. The binding affinity (normalized) is 0.393. (4) The peptide sequence is VEIKEFANAVKLRRS. The MHC is DRB4_0101 with pseudo-sequence DRB4_0103. The binding affinity (normalized) is 0.407. (5) The peptide sequence is GSHEVNGTWMIHTLE. The MHC is DRB3_0301 with pseudo-sequence DRB3_0301. The binding affinity (normalized) is 0.